Regression. Given two drug SMILES strings and cell line genomic features, predict the synergy score measuring deviation from expected non-interaction effect. From a dataset of NCI-60 drug combinations with 297,098 pairs across 59 cell lines. (1) Drug 1: C1=CN(C(=O)N=C1N)C2C(C(C(O2)CO)O)O.Cl. Drug 2: C#CCC(CC1=CN=C2C(=N1)C(=NC(=N2)N)N)C3=CC=C(C=C3)C(=O)NC(CCC(=O)O)C(=O)O. Cell line: TK-10. Synergy scores: CSS=45.3, Synergy_ZIP=-1.07, Synergy_Bliss=-5.66, Synergy_Loewe=-5.27, Synergy_HSA=-3.70. (2) Drug 1: C1=C(C(=O)NC(=O)N1)F. Drug 2: C1CN(CCN1C(=O)CCBr)C(=O)CCBr. Cell line: K-562. Synergy scores: CSS=36.6, Synergy_ZIP=1.25, Synergy_Bliss=5.22, Synergy_Loewe=-9.47, Synergy_HSA=2.62. (3) Drug 1: C1=NC2=C(N1)C(=S)N=CN2. Drug 2: C1CN(CCN1C(=O)CCBr)C(=O)CCBr. Cell line: SF-539. Synergy scores: CSS=48.4, Synergy_ZIP=-9.65, Synergy_Bliss=-7.52, Synergy_Loewe=-19.1, Synergy_HSA=-3.91. (4) Drug 1: C1CCC(C(C1)N)N.C(=O)(C(=O)[O-])[O-].[Pt+4]. Drug 2: CC(C)CN1C=NC2=C1C3=CC=CC=C3N=C2N. Cell line: HS 578T. Synergy scores: CSS=-0.553, Synergy_ZIP=-3.10, Synergy_Bliss=-4.97, Synergy_Loewe=-3.81, Synergy_HSA=-3.66.